Dataset: Forward reaction prediction with 1.9M reactions from USPTO patents (1976-2016). Task: Predict the product of the given reaction. (1) Given the reactants [C:1]1([S:7](Cl)(=[O:9])=[O:8])[CH:6]=[CH:5][CH:4]=[CH:3][CH:2]=1.[Cl:11][C:12]1[CH:17]=[CH:16][CH:15]=[CH:14][C:13]=1[NH:18][C:19](=[O:29])[CH2:20][N:21]1[CH2:26][C@H:25]([CH3:27])[NH:24][C@H:23]([CH3:28])[CH2:22]1, predict the reaction product. The product is: [C:1]1([S:7]([N:24]2[C@@H:25]([CH3:27])[CH2:26][N:21]([CH2:20][C:19]([NH:18][C:13]3[CH:14]=[CH:15][CH:16]=[CH:17][C:12]=3[Cl:11])=[O:29])[CH2:22][C@H:23]2[CH3:28])(=[O:9])=[O:8])[CH:6]=[CH:5][CH:4]=[CH:3][CH:2]=1. (2) Given the reactants Br[C@H:2]1[C@@H:7]([OH:8])[C@@H:6]([C@@H:9]([CH2:11]Br)[OH:10])[O:5][C:3]1=[O:4].CC(O/N=C(/C(NCC=O)=O)\C1N=C(N)SC=1)(C(O)=[O:17])C.CC(C[AlH]CC(C)C)C.C(OC(OCC)C/C=C/C([O-])=O)C.CP(=O)([O-])OC(OCC(C(C)C)C(C)C)=O.BrC[C@@H](O)[C@H]1OC(=O)C[C@H]1O.BrC[C@H]1OC(=O)C[C@H]1O, predict the reaction product. The product is: [C:3]1(=[O:4])[O:5][C@@H:6]([C@H:9]([CH2:11][OH:17])[OH:10])[C@H:7]([OH:8])[CH2:2]1. (3) The product is: [CH3:27][C@@H:17]1[CH2:18][N:19]([C:20]([O:22][C:23]([CH3:24])([CH3:26])[CH3:25])=[O:21])[C:12]2[C:8]3[C:9]4[CH:10]=[CH:11][C:2]([NH:1][C:30]5[CH:35]=[CH:34][N:33]=[C:32]([S:36]([CH3:39])(=[O:38])=[O:37])[N:31]=5)=[N:3][C:4]=4[CH:5]=[CH:6][C:7]=3[S:14][C:13]=2[C:15](=[O:28])[NH:16]1. Given the reactants [NH2:1][C:2]1[CH:11]=[CH:10][C:9]2[C:8]3[C:12]4[N:19]([C:20]([O:22][C:23]([CH3:26])([CH3:25])[CH3:24])=[O:21])[CH2:18][C@@H:17]([CH3:27])[NH:16][C:15](=[O:28])[C:13]=4[S:14][C:7]=3[CH:6]=[CH:5][C:4]=2[N:3]=1.Cl[C:30]1[CH:35]=[CH:34][N:33]=[C:32]([S:36]([CH3:39])(=[O:38])=[O:37])[N:31]=1.C(=O)([O-])[O-].[K+].[K+].CN(C1C(C2C(P(C3CCCCC3)C3CCCCC3)=CC=CC=2)=CC=CC=1)C, predict the reaction product. (4) Given the reactants [CH3:1][N:2]1[C:7](=[O:8])[CH:6]=[CH:5][C:4]([N:9]2[CH2:14][CH2:13][CH:12]([CH2:15][N:16]3[CH2:21][CH2:20][NH:19][CH2:18][C:17]3=[O:22])[CH2:11][CH2:10]2)=[N:3]1.C(N(CC)CC)C.[Cl:30][C:31]1[S:35][C:34](/[CH:36]=[CH:37]/[S:38](Cl)(=[O:40])=[O:39])=[CH:33][CH:32]=1, predict the reaction product. The product is: [Cl:30][C:31]1[S:35][C:34](/[CH:36]=[CH:37]/[S:38]([N:19]2[CH2:20][CH2:21][N:16]([CH2:15][CH:12]3[CH2:13][CH2:14][N:9]([C:4]4[CH:5]=[CH:6][C:7](=[O:8])[N:2]([CH3:1])[N:3]=4)[CH2:10][CH2:11]3)[C:17](=[O:22])[CH2:18]2)(=[O:40])=[O:39])=[CH:33][CH:32]=1. (5) Given the reactants [CH3:1][C:2]1([CH3:40])[O:6][C@@H:5]([CH2:7][O:8][C:9]2[CH:14]=[C:13]([CH3:15])[C:12]([C:16]3[CH:21]=[CH:20][CH:19]=[C:18]([CH2:22][O:23][C:24]4[CH:25]=[C:26]5[C:30](=[CH:31][CH:32]=4)[CH:29]([CH2:33][C:34]#N)[C:28]4([CH2:37][CH2:36]4)[CH2:27]5)[C:17]=3[CH3:38])=[C:11]([CH3:39])[CH:10]=2)[CH2:4][O:3]1.[H-].C([Al+]CC(C)C)C(C)C.C(OCC)(=[O:53])C.C(C(C(C([O-])=O)O)O)([O-])=O.[Na+].[K+], predict the reaction product. The product is: [CH3:1][C:2]1([CH3:40])[O:6][C@@H:5]([CH2:7][O:8][C:9]2[CH:14]=[C:13]([CH3:15])[C:12]([C:16]3[CH:21]=[CH:20][CH:19]=[C:18]([CH2:22][O:23][C:24]4[CH:25]=[C:26]5[C:30](=[CH:31][CH:32]=4)[CH:29]([CH2:33][CH:34]=[O:53])[C:28]4([CH2:37][CH2:36]4)[CH2:27]5)[C:17]=3[CH3:38])=[C:11]([CH3:39])[CH:10]=2)[CH2:4][O:3]1.